This data is from Forward reaction prediction with 1.9M reactions from USPTO patents (1976-2016). The task is: Predict the product of the given reaction. (1) Given the reactants [CH3:1][NH:2][C:3](=[S:13])[CH2:4][C:5](=[O:12])[C:6]1[CH:11]=[CH:10][CH:9]=[CH:8][CH:7]=1.I[CH2:15][CH3:16].C(=O)([O-])[O-].[K+].[K+], predict the reaction product. The product is: [CH2:15]([S:13][C:3]([NH:2][CH3:1])=[CH:4][C:5]([C:6]1[CH:11]=[CH:10][CH:9]=[CH:8][CH:7]=1)=[O:12])[CH3:16]. (2) Given the reactants Br[C:2]1[CH:3]=[C:4]([CH:8]=[CH:9][C:10]=1[O:11][CH3:12])[C:5]([OH:7])=[O:6].[F:13][C:14]([F:19])([F:18])C([O-])=O.[K+], predict the reaction product. The product is: [CH3:12][O:11][C:10]1[CH:9]=[CH:8][C:4]([C:5]([OH:7])=[O:6])=[CH:3][C:2]=1[C:14]([F:19])([F:18])[F:13]. (3) Given the reactants C(OC([NH:8][C@@:9]1([C:37]([O:39][CH2:40][O:41][C:42]([O:44][CH:45]([CH3:47])[CH3:46])=[O:43])=[O:38])[C@H:14]([O:15][CH2:16][C:17]2[CH:22]=[CH:21][C:20]([Cl:23])=[C:19]([Cl:24])[CH:18]=2)[C@@H:13]([OH:25])[C@@H:12]2[C@H:10]1[C@H:11]2[C:26]([O:28][CH2:29][O:30][C:31]([O:33][CH:34]([CH3:36])[CH3:35])=[O:32])=[O:27])=O)(C)(C)C.Cl.O1CCOCC1, predict the reaction product. The product is: [ClH:23].[NH2:8][C@@:9]1([C:37]([O:39][CH2:40][O:41][C:42]([O:44][CH:45]([CH3:47])[CH3:46])=[O:43])=[O:38])[C@H:14]([O:15][CH2:16][C:17]2[CH:22]=[CH:21][C:20]([Cl:23])=[C:19]([Cl:24])[CH:18]=2)[C@@H:13]([OH:25])[C@@H:12]2[C@H:10]1[C@H:11]2[C:26]([O:28][CH2:29][O:30][C:31]([O:33][CH:34]([CH3:35])[CH3:36])=[O:32])=[O:27].